Dataset: Forward reaction prediction with 1.9M reactions from USPTO patents (1976-2016). Task: Predict the product of the given reaction. (1) Given the reactants [Cl:1][C:2]1[CH:3]=[C:4]([S:8]([C@H:11]2[CH2:15][NH:14][C@H:13]([C:16]([NH:18][C:19]3([C:22]#[N:23])[CH2:21][CH2:20]3)=[O:17])[CH2:12]2)(=[O:10])=[O:9])[CH:5]=[CH:6][CH:7]=1.Cl.[N:25]1([C:31]2([C:34](O)=[O:35])[CH2:33][CH2:32]2)[CH2:30][CH2:29][CH2:28][CH2:27][CH2:26]1, predict the reaction product. The product is: [Cl:1][C:2]1[CH:3]=[C:4]([S:8]([C@H:11]2[CH2:15][N:14]([C:34]([C:31]3([N:25]4[CH2:30][CH2:29][CH2:28][CH2:27][CH2:26]4)[CH2:32][CH2:33]3)=[O:35])[C@H:13]([C:16]([NH:18][C:19]3([C:22]#[N:23])[CH2:21][CH2:20]3)=[O:17])[CH2:12]2)(=[O:9])=[O:10])[CH:5]=[CH:6][CH:7]=1. (2) Given the reactants [O:1]=[C:2]1[CH:11]=[CH:10][C:9]2[C:4](=[CH:5][CH:6]=[C:7]([C:12]([F:15])([F:14])[F:13])[N:8]=2)[N:3]1[CH2:16][C:17]([OH:19])=O.[Br:20][C:21]1[C:22]([C:27]2[NH:31][N:30]=[CH:29][N:28]=2)=[C:23]([NH2:26])[S:24][CH:25]=1, predict the reaction product. The product is: [Br:20][C:21]1[C:22]([C:27]2[NH:31][N:30]=[CH:29][N:28]=2)=[C:23]([NH:26][C:17](=[O:19])[CH2:16][N:3]2[C:4]3[C:9](=[N:8][C:7]([C:12]([F:13])([F:14])[F:15])=[CH:6][CH:5]=3)[CH:10]=[CH:11][C:2]2=[O:1])[S:24][CH:25]=1. (3) Given the reactants C(OC([N:8]1[CH2:14][CH2:13][CH2:12][N:11]([C:15]2[CH:20]=[CH:19][C:18]([Cl:21])=[CH:17][CH:16]=2)[CH2:10][CH2:9]1)=O)(C)(C)C.O1CCOCC1, predict the reaction product. The product is: [Cl:21][C:18]1[CH:17]=[CH:16][C:15]([N:11]2[CH2:12][CH2:13][CH2:14][NH:8][CH2:9][CH2:10]2)=[CH:20][CH:19]=1.